Task: Predict the reactants needed to synthesize the given product.. Dataset: Full USPTO retrosynthesis dataset with 1.9M reactions from patents (1976-2016) (1) Given the product [C:34]([NH:31][C:32]([N:12]1[CH2:13][CH2:14][CH:15]([C:16]2[CH:17]=[CH:18][C:19]([Cl:22])=[CH:20][CH:21]=2)[C:10]2([C:5]3[C:6](=[CH:7][C:2]([Cl:1])=[CH:3][CH:4]=3)[NH:8][C:9]2=[O:30])[CH:11]1[C:23]1[CH:28]=[CH:27][CH:26]=[C:25]([F:29])[CH:24]=1)=[O:33])([CH3:37])([CH3:36])[CH3:35], predict the reactants needed to synthesize it. The reactants are: [Cl:1][C:2]1[CH:7]=[C:6]2[NH:8][C:9](=[O:30])[C:10]3([CH:15]([C:16]4[CH:21]=[CH:20][C:19]([Cl:22])=[CH:18][CH:17]=4)[CH2:14][CH2:13][NH:12][CH:11]3[C:23]3[CH:28]=[CH:27][CH:26]=[C:25]([F:29])[CH:24]=3)[C:5]2=[CH:4][CH:3]=1.[N:31]([C:34]([CH3:37])([CH3:36])[CH3:35])=[C:32]=[O:33]. (2) Given the product [Cl:26][C:27]1[CH:32]=[CH:31][CH:30]=[CH:29][C:28]=1[C:2]1[C:3]([CH2:21][C:22]([O:24][CH3:25])=[O:23])=[C:4]([C:7]2[CH:12]=[CH:11][C:10]([C:13]([NH:15][CH:16]([CH2:19][CH3:20])[CH2:17][CH3:18])=[O:14])=[CH:9][CH:8]=2)[S:5][CH:6]=1, predict the reactants needed to synthesize it. The reactants are: Br[C:2]1[C:3]([CH2:21][C:22]([O:24][CH3:25])=[O:23])=[C:4]([C:7]2[CH:12]=[CH:11][C:10]([C:13]([NH:15][CH:16]([CH2:19][CH3:20])[CH2:17][CH3:18])=[O:14])=[CH:9][CH:8]=2)[S:5][CH:6]=1.[Cl:26][C:27]1[CH:32]=[CH:31][CH:30]=[CH:29][C:28]=1B(O)O.C([O-])([O-])=O.[K+].[K+].ClCCl. (3) Given the product [C:18]([C:9]1[CH:10]=[CH:11][C:12]([O:17][CH2:34][CH2:33][CH2:32][CH2:31][O:30][C:29]2[CH:28]=[CH:27][C:24]([C:25]#[N:26])=[CH:23][C:22]=2[Br:21])=[C:13]([CH2:14][CH2:15][CH3:16])[C:8]=1[OH:7])(=[O:20])[CH3:19], predict the reactants needed to synthesize it. The reactants are: C(=O)([O-])[O-].[K+].[K+].[OH:7][C:8]1[C:13]([CH2:14][CH2:15][CH3:16])=[C:12]([OH:17])[CH:11]=[CH:10][C:9]=1[C:18](=[O:20])[CH3:19].[Br:21][C:22]1[CH:23]=[C:24]([CH:27]=[CH:28][C:29]=1[O:30][CH2:31][CH2:32][CH2:33][CH2:34]Br)[C:25]#[N:26]. (4) Given the product [NH2:2][C:1](=[O:32])[CH2:3][CH2:4][CH2:5][O:6][C:7]1[CH:8]=[C:9]2[C:13](=[C:14]([C:16]([NH2:18])=[O:17])[CH:15]=1)[NH:12][CH:11]=[C:10]2[CH:19]1[CH2:24][CH2:23][N:22]([S:25]([CH2:28][CH3:29])(=[O:27])=[O:26])[CH2:21][CH2:20]1, predict the reactants needed to synthesize it. The reactants are: [C:1]([CH2:3][CH2:4][CH2:5][O:6][C:7]1[CH:8]=[C:9]2[C:13](=[C:14]([C:16]([NH2:18])=[O:17])[CH:15]=1)[NH:12][CH:11]=[C:10]2[CH:19]1[CH2:24][CH2:23][N:22]([S:25]([CH2:28][CH3:29])(=[O:27])=[O:26])[CH2:21][CH2:20]1)#[N:2].CC[OH:32].O. (5) Given the product [CH3:25][N:11]1[C:12]([N:14]2[C:15](=[O:24])[C:16]3[C:21](=[CH:20][CH:19]=[CH:18][CH:17]=3)[C:22]2=[O:23])=[CH:13][C:9]([C:3]2[CH:4]=[CH:5][CH:6]=[CH:7][CH:8]=2)=[N:10]1, predict the reactants needed to synthesize it. The reactants are: [H-].[Na+].[C:3]1([C:9]2[CH:13]=[C:12]([N:14]3[C:22](=[O:23])[C:21]4[C:16](=[CH:17][CH:18]=[CH:19][CH:20]=4)[C:15]3=[O:24])[NH:11][N:10]=2)[CH:8]=[CH:7][CH:6]=[CH:5][CH:4]=1.[CH3:25]I. (6) Given the product [C:14]([C:11]1[CH:12]=[C:7]([C:1]2[CH:2]=[CH:3][CH:4]=[CH:5][CH:6]=2)[CH:8]=[CH:9][C:10]=1[OH:13])([CH3:17])([CH3:16])[CH3:15], predict the reactants needed to synthesize it. The reactants are: [C:1]1([C:7]2[CH:12]=[CH:11][C:10]([OH:13])=[CH:9][CH:8]=2)[CH:6]=[CH:5][CH:4]=[CH:3][CH:2]=1.[C:14](O)([CH3:17])([CH3:16])[CH3:15].CCCCCC. (7) Given the product [Br:11][C:12]1[CH:17]=[CH:16][CH:15]=[C:14]([C:18]([C:20]2[CH:21]=[CH:22][C:23]([O:26][CH2:9][CH2:8][F:7])=[CH:24][CH:25]=2)=[CH2:19])[CH:13]=1, predict the reactants needed to synthesize it. The reactants are: C(=O)([O-])[O-].[Cs+].[Cs+].[F:7][CH2:8][CH2:9]I.[Br:11][C:12]1[CH:13]=[C:14]([C:18]([C:20]2[CH:25]=[CH:24][C:23]([OH:26])=[CH:22][CH:21]=2)=[CH2:19])[CH:15]=[CH:16][CH:17]=1.ClCCl. (8) Given the product [Cl:1][C:2]1[CH:10]=[C:9]2[C:8](=[CH:4][CH:3]=1)[N:7]([C:31]1[CH:30]=[C:29]([Cl:28])[CH:34]=[C:33]([Cl:35])[CH:32]=1)[C:6]([C:11]([CH:13]([CH2:25][CH2:26][CH3:27])[CH2:14][C:15]1[CH:24]=[CH:23][C:18]([C:78]([NH:74][CH2:75][CH2:77][C:67]([O:66][C:62]([CH3:65])([CH3:64])[CH3:63])=[O:71])=[O:60])=[CH:17][CH:16]=1)=[O:12])=[CH:5]2, predict the reactants needed to synthesize it. The reactants are: [Cl:1][C:2]1[CH:3]=[C:4]2[C:8](=[CH:9][CH:10]=1)[NH:7][C:6]([C:11]([CH:13]([CH2:25][CH2:26][CH3:27])[CH2:14][C:15]1[CH:24]=[CH:23][C:18](C(OC)=O)=[CH:17][CH:16]=1)=[O:12])=[CH:5]2.[Cl:28][C:29]1[CH:30]=[C:31](I)[CH:32]=[C:33]([Cl:35])[CH:34]=1.P([O-])([O-])([O-])=O.[K+].[K+].[K+].[Li+].[OH-].C(Cl)CCl.C1C=CC2N([OH:60])N=NC=2C=1.Cl.[C:62]([O:66][C:67](=[O:71])CCN)([CH3:65])([CH3:64])[CH3:63].CC[N:74]([CH:78](C)C)[CH:75]([CH3:77])C. (9) Given the product [NH2:29][CH:2]1[C:11]2[C:6](=[CH:7][CH:8]=[C:9]([C:12]([F:15])([F:14])[F:13])[CH:10]=2)[N:5]([C:16]([O:18][C:19]([CH3:22])([CH3:21])[CH3:20])=[O:17])[CH2:4][CH2:3]1, predict the reactants needed to synthesize it. The reactants are: O=[C:2]1[C:11]2[C:6](=[CH:7][CH:8]=[C:9]([C:12]([F:15])([F:14])[F:13])[CH:10]=2)[N:5]([C:16]([O:18][C:19]([CH3:22])([CH3:21])[CH3:20])=[O:17])[CH2:4][CH2:3]1.C([O-])(=O)C.[NH4+].C([BH3-])#[N:29].[Na+]. (10) Given the product [CH3:1][C:7]1[N:8]=[C:9]([C:33]2[CH:34]=[N:35][N:36]([CH3:38])[CH:37]=2)[N:10]=[C:11]2[C:19]=1[NH:18][C:17]1[N:16]=[CH:15][C:14]([C:20]3[CH:25]=[CH:24][C:23]([N:26]4[CH2:27][CH2:28][N:29]([CH3:32])[CH2:30][CH2:31]4)=[CH:22][CH:21]=3)=[CH:13][C:12]2=1, predict the reactants needed to synthesize it. The reactants are: [CH3:1][Sn](C)(C)C.Cl[C:7]1[N:8]=[C:9]([C:33]2[CH:34]=[N:35][N:36]([CH3:38])[CH:37]=2)[N:10]=[C:11]2[C:19]=1[NH:18][C:17]1[N:16]=[CH:15][C:14]([C:20]3[CH:25]=[CH:24][C:23]([N:26]4[CH2:31][CH2:30][N:29]([CH3:32])[CH2:28][CH2:27]4)=[CH:22][CH:21]=3)=[CH:13][C:12]2=1.[Cl-].[Li+].